Predict the product of the given reaction. From a dataset of Forward reaction prediction with 1.9M reactions from USPTO patents (1976-2016). (1) Given the reactants C(N(C(C)C)CC)(C)C.C1N(P(Cl)(N2C(=O)OCC2)=O)C(=O)OC1.[C:25]([CH:28]([CH:33]1[CH2:38][CH2:37][N:36]([C:39]([O:41][C:42]([CH3:45])([CH3:44])[CH3:43])=[O:40])[CH2:35][CH2:34]1)[CH2:29][CH2:30][CH2:31][Cl:32])([OH:27])=O.[C:46]([O:50][CH2:51][C:52]1[CH:57]=[CH:56][CH:55]=[CH:54][CH:53]=1)(=[O:49])[NH:47][NH2:48], predict the reaction product. The product is: [CH2:51]([O:50][C:46]([NH:47][NH:48][C:25]([CH:28]([CH:33]1[CH2:38][CH2:37][N:36]([C:39]([O:41][C:42]([CH3:45])([CH3:44])[CH3:43])=[O:40])[CH2:35][CH2:34]1)[CH2:29][CH2:30][CH2:31][Cl:32])=[O:27])=[O:49])[C:52]1[CH:57]=[CH:56][CH:55]=[CH:54][CH:53]=1. (2) Given the reactants [CH3:1][N:2]1[C:10]2[C:5](=[CH:6][CH:7]=[CH:8][CH:9]=2)[C:4]([CH2:11][N:12]2[CH2:15][C:14]3([CH2:24][C:23](=[O:25])[C:22]4[C:17](=[CH:18][CH:19]=[C:20](/[CH:26]=[CH:27]/[C:28](O)=[O:29])[CH:21]=4)[O:16]3)[CH2:13]2)=[CH:3]1.C(Cl)CCl.C1C=CC2N(O)N=NC=2C=1.[NH2:45][O:46][CH:47]1[CH2:52][CH2:51][CH2:50][CH2:49][O:48]1, predict the reaction product. The product is: [CH3:1][N:2]1[C:10]2[C:5](=[CH:6][CH:7]=[CH:8][CH:9]=2)[C:4]([CH2:11][N:12]2[CH2:15][C:14]3([CH2:24][C:23](=[O:25])[C:22]4[C:17](=[CH:18][CH:19]=[C:20](/[CH:26]=[CH:27]/[C:28]([NH:45][O:46][CH:47]5[CH2:52][CH2:51][CH2:50][CH2:49][O:48]5)=[O:29])[CH:21]=4)[O:16]3)[CH2:13]2)=[CH:3]1. (3) Given the reactants C1(S([N:10]2[C:14]3=[N:15][CH:16]=[C:17]([O:19][CH3:20])[CH:18]=[C:13]3[CH:12]=[C:11]2[C:21]([C:29]2[CH:34]=[CH:33][C:32]([S:35]([CH3:38])(=[O:37])=[O:36])=[CH:31][CH:30]=2)=[CH:22][CH:23]2[CH2:28][CH2:27][O:26][CH2:25][CH2:24]2)(=O)=O)C=CC=CC=1.[F-].C([N+](CCCC)(CCCC)CCCC)CCC, predict the reaction product. The product is: [CH3:38][S:35]([C:32]1[CH:31]=[CH:30][C:29]([C:21]([C:11]2[NH:10][C:14]3=[N:15][CH:16]=[C:17]([O:19][CH3:20])[CH:18]=[C:13]3[CH:12]=2)=[CH:22][CH:23]2[CH2:28][CH2:27][O:26][CH2:25][CH2:24]2)=[CH:34][CH:33]=1)(=[O:36])=[O:37].